This data is from Forward reaction prediction with 1.9M reactions from USPTO patents (1976-2016). The task is: Predict the product of the given reaction. (1) The product is: [CH3:44][N:37]([C:38]1[CH:43]=[CH:42][CH:41]=[CH:40][CH:39]=1)[C:35](=[O:36])[CH2:34][NH:33][C:14](=[O:15])[C:13]1[CH:17]=[CH:18][CH:19]=[CH:20][CH:12]=1. Given the reactants BrC1C=CC(NC(=O)CO[C:12]2[CH:20]=[CH:19][CH:18]=[CH:17][C:13]=2[C:14](O)=[O:15])=CC=1.CN(C)C=O.C(Cl)(=O)C(Cl)=O.[NH2:33][CH2:34][C:35]([N:37]([CH3:44])[C:38]1[CH:43]=[CH:42][CH:41]=[CH:40][CH:39]=1)=[O:36].C(N(CC)CC)C, predict the reaction product. (2) Given the reactants Cl.[CH3:2][C:3]1([CH3:21])[C:7]([CH3:9])([CH3:8])[O:6][B:5]([C:10]2[CH:11]=[N:12][N:13]([CH:15]3[CH2:20][CH2:19][NH:18][CH2:17][CH2:16]3)[CH:14]=2)[O:4]1.[C:22](Cl)(=[O:24])[CH3:23].CCN(C(C)C)C(C)C, predict the reaction product. The product is: [CH3:2][C:3]1([CH3:21])[C:7]([CH3:8])([CH3:9])[O:6][B:5]([C:10]2[CH:11]=[N:12][N:13]([CH:15]3[CH2:20][CH2:19][N:18]([C:22](=[O:24])[CH3:23])[CH2:17][CH2:16]3)[CH:14]=2)[O:4]1. (3) Given the reactants [Cl:1][C:2]1[CH:7]=[CH:6][C:5]([CH:8](O)[CH2:9][N:10]2[CH2:15][CH2:14][N:13]([C:16]3[CH:21]=[N:20][CH:19]=[CH:18][N:17]=3)[CH2:12][CH2:11]2)=[CH:4][CH:3]=1.CS(Cl)(=O)=O.[NH2:28][CH2:29][C:30]1[CH:35]=[CH:34][CH:33]=[CH:32][N:31]=1, predict the reaction product. The product is: [Cl:1][C:2]1[CH:7]=[CH:6][C:5]([CH:8]([NH:28][CH2:29][C:30]2[CH:35]=[CH:34][CH:33]=[CH:32][N:31]=2)[CH2:9][N:10]2[CH2:15][CH2:14][N:13]([C:16]3[CH:21]=[N:20][CH:19]=[CH:18][N:17]=3)[CH2:12][CH2:11]2)=[CH:4][CH:3]=1.